Task: Predict the product of the given reaction.. Dataset: Forward reaction prediction with 1.9M reactions from USPTO patents (1976-2016) (1) Given the reactants O[C:2]1[CH:17]=[C:16]([OH:18])[CH:15]=[CH:14][C:3]=1[C:4]([C:6]1[CH:11]=[CH:10][C:9]([OH:12])=[CH:8][C:7]=1[OH:13])=O.C([O-])(=O)C.[Na+].Cl.[F:25][C:26]1[CH:31]=[CH:30][C:29]([F:32])=[CH:28][C:27]=1[NH:33][NH2:34], predict the reaction product. The product is: [F:25][C:26]1[CH:31]=[CH:30][C:29]([F:32])=[CH:28][C:27]=1[N:33]1[C:2]2[C:3](=[CH:14][CH:15]=[C:16]([OH:18])[CH:17]=2)[C:4]([C:6]2[CH:11]=[CH:10][C:9]([OH:12])=[CH:8][C:7]=2[OH:13])=[N:34]1. (2) Given the reactants [F:1][C:2]([F:20])([F:19])[C:3]1[N:7]=[C:6]([C:8]2[C:9]3[CH2:18][CH2:17][CH2:16][CH2:15][CH2:14][C:10]=3[S:11][C:12]=2[NH2:13])[O:5][N:4]=1.[C:21]12[C:29](=[O:30])[O:28][C:26](=[O:27])[C:22]=1[CH2:23][CH2:24][CH2:25]2, predict the reaction product. The product is: [F:20][C:2]([F:19])([F:1])[C:3]1[N:7]=[C:6]([C:8]2[C:9]3[CH2:18][CH2:17][CH2:16][CH2:15][CH2:14][C:10]=3[S:11][C:12]=2[NH:13][C:29]([C:21]2[CH2:25][CH2:24][CH2:23][C:22]=2[C:26]([OH:28])=[O:27])=[O:30])[O:5][N:4]=1. (3) Given the reactants [N:1]1[S:2][N:3]=[C:4]2[CH:9]=[C:8]([C:10]3[O:14][C:13]([CH3:16])([CH3:15])[C:12](=[O:17])[C:11]=3Br)[CH:7]=[CH:6][C:5]=12.CC1(C)C(C)(C)OB([C:27]2[CH:44]=[CH:43][C:30]([O:31][CH2:32][C:33]3[CH:42]=[CH:41][C:40]4[C:35](=[CH:36][CH:37]=[CH:38][CH:39]=4)[N:34]=3)=[CH:29][CH:28]=2)O1.C([O-])([O-])=O.[Cs+].[Cs+], predict the reaction product. The product is: [N:1]1[S:2][N:3]=[C:4]2[CH:9]=[C:8]([C:10]3[O:14][C:13]([CH3:16])([CH3:15])[C:12](=[O:17])[C:11]=3[C:27]3[CH:28]=[CH:29][C:30]([O:31][CH2:32][C:33]4[CH:42]=[CH:41][C:40]5[C:35](=[CH:36][CH:37]=[CH:38][CH:39]=5)[N:34]=4)=[CH:43][CH:44]=3)[CH:7]=[CH:6][C:5]=12.